From a dataset of Full USPTO retrosynthesis dataset with 1.9M reactions from patents (1976-2016). Predict the reactants needed to synthesize the given product. (1) Given the product [OH:7][CH2:6][C:5]1[CH:8]=[CH:9][CH:10]=[C:3]2[C:4]=1[C:12]([CH3:16])([CH3:11])[C:13]([CH3:14])=[N:1]2, predict the reactants needed to synthesize it. The reactants are: [NH:1]([C:3]1[CH:4]=[C:5]([CH:8]=[CH:9][CH:10]=1)[CH2:6][OH:7])N.[CH3:11][CH:12]([CH3:16])[C:13](=O)[CH3:14].OS(O)(=O)=O. (2) Given the product [F:31][C:28]1[CH:29]=[CH:30][C:25]([C:11]2[CH:12]=[CH:13][CH:14]=[C:9]([N:6]3[C:7]([CH3:8])=[CH:3][C:4]([C:16]([NH2:18])=[O:17])=[N:5]3)[CH:10]=2)=[C:26]([C:32]([F:33])([F:34])[F:35])[CH:27]=1, predict the reactants needed to synthesize it. The reactants are: C([C:3]1[C:4]([C:16]([NH2:18])=[O:17])=[N:5][N:6]([C:9]2[CH:14]=[CH:13][CH:12]=[C:11](Br)[CH:10]=2)[C:7]=1[CH3:8])C.C([O-])(=O)C.[K+].Br[C:25]1[CH:30]=[CH:29][C:28]([F:31])=[CH:27][C:26]=1[C:32]([F:35])([F:34])[F:33].C(=O)([O-])[O-].[Na+].[Na+]. (3) Given the product [CH3:18][NH:8][C@H:9]([C:10]([NH:35][C@@H:32]1[C@@H:30]2[C@@H:29]([CH2:28][N:27]([C:23]3[CH:24]=[CH:25][CH:26]=[C:21]([C:20]([F:37])([F:19])[F:36])[CH:22]=3)[CH2:31]2)[CH2:34][CH2:33]1)=[O:12])[CH2:13][CH:14]([CH3:16])[CH3:17], predict the reactants needed to synthesize it. The reactants are: C(OC([N:8]([CH3:18])[C@@H:9]([CH2:13][C:14]([CH3:17])([CH3:16])C)[C:10]([OH:12])=O)=O)(C)(C)C.[F:19][C:20]([F:37])([F:36])[C:21]1[CH:22]=[C:23]([N:27]2[CH2:31][C@@H:30]3[C@@H:32]([NH2:35])[CH2:33][CH2:34][C@@H:29]3[CH2:28]2)[CH:24]=[CH:25][CH:26]=1.FC(F)(F)C1N=C(N2C[C@@H]3[C@@H](N)CC[C@@H]3C2)C=CC=1. (4) Given the product [CH3:21][N:2]([CH3:1])[C:3]([C:5]1[C:15]([CH2:16][CH2:30][C:29]([C:26]2[CH:27]=[CH:28][C:23]([F:22])=[CH:24][C:25]=2[CH3:36])=[O:38])=[C:14]([OH:20])[C:8]2[N:9]=[C:10]([CH3:13])[N:11]([CH3:12])[C:7]=2[CH:6]=1)=[O:4], predict the reactants needed to synthesize it. The reactants are: [CH3:1][N:2]([CH3:21])[C:3]([C:5]1[C:15]([CH2:16]N(C)C)=[C:14]([OH:20])[C:8]2[N:9]=[C:10]([CH3:13])[N:11]([CH3:12])[C:7]=2[CH:6]=1)=[O:4].[F:22][C:23]1[CH:28]=[CH:27][C:26]([C:29](N2CCCC2)=[CH2:30])=[C:25]([CH3:36])[CH:24]=1.C[O:38]CCOC.